Dataset: Full USPTO retrosynthesis dataset with 1.9M reactions from patents (1976-2016). Task: Predict the reactants needed to synthesize the given product. (1) Given the product [F:19][C:20]1[CH:27]=[C:26]([F:28])[CH:25]=[CH:24][C:21]=1[CH2:22][N:5]1[C:6]2[C:11](=[CH:10][C:9]([C:14]([O:16][CH2:17][CH3:18])=[O:15])=[CH:8][CH:7]=2)[C:12]([CH3:13])=[C:4]1[CH3:3], predict the reactants needed to synthesize it. The reactants are: [H-].[Na+].[CH3:3][C:4]1[NH:5][C:6]2[C:11]([C:12]=1[CH3:13])=[CH:10][C:9]([C:14]([O:16][CH2:17][CH3:18])=[O:15])=[CH:8][CH:7]=2.[F:19][C:20]1[CH:27]=[C:26]([F:28])[CH:25]=[CH:24][C:21]=1[CH2:22]Br. (2) Given the product [Br:15][CH2:12][C:4]1[CH:5]=[C:6]([O:10][CH3:11])[C:7]([O:8][CH3:9])=[C:2]([I:1])[CH:3]=1, predict the reactants needed to synthesize it. The reactants are: [I:1][C:2]1[CH:3]=[C:4]([CH2:12]O)[CH:5]=[C:6]([O:10][CH3:11])[C:7]=1[O:8][CH3:9].P(Br)(Br)[Br:15]. (3) Given the product [CH:14]1([C:11]2[C:3]3=[C:4]4[CH:10]=[CH:9][NH:8][C:5]4=[N:6][CH:7]=[C:2]3[NH:13][N:12]=2)[CH2:17][CH2:16][CH2:15]1, predict the reactants needed to synthesize it. The reactants are: Cl[C:2]1[C:3]([C:11]([CH:14]2[CH2:17][CH2:16][CH2:15]2)=[N:12][NH2:13])=[C:4]2[CH:10]=[CH:9][NH:8][C:5]2=[N:6][CH:7]=1.CC(C)([O-])C.[Na+]. (4) Given the product [NH2:1][C:2]1[C:7]([C:8]([NH:9][C:10]2[CH:11]=[N:12][CH:13]=[CH:14][CH:15]=2)=[O:16])=[N:6][C:5]([C:17]2[CH:18]=[CH:19][C:20]([CH2:23][CH2:24][CH2:25][NH:26][CH2:34][CH2:35][CH2:36][O:37][CH3:38])=[CH:21][CH:22]=2)=[CH:4][N:3]=1, predict the reactants needed to synthesize it. The reactants are: [NH2:1][C:2]1[N:3]=[CH:4][C:5]([C:17]2[CH:22]=[CH:21][C:20]([CH2:23][CH2:24][CH2:25][N:26]([CH2:34][CH2:35][CH2:36][O:37][CH3:38])C(=O)OC(C)(C)C)=[CH:19][CH:18]=2)=[N:6][C:7]=1[C:8](=[O:16])[NH:9][C:10]1[CH:11]=[N:12][CH:13]=[CH:14][CH:15]=1.Cl.[OH-].[Na+].CC1CCCO1. (5) Given the product [C:10]1([NH:16][C:17](=[O:18])[O:47][C@H:44]2[CH2:43][CH2:42][C@H:41]([C:28]3[CH:29]=[CH:30][C:31]([O:33][Si:34]([C:37]([CH3:38])([CH3:39])[CH3:40])([CH3:36])[CH3:35])=[CH:32][C:27]=3[O:26][Si:19]([C:22]([CH3:23])([CH3:24])[CH3:25])([CH3:21])[CH3:20])[CH2:46][CH2:45]2)[CH:15]=[CH:14][CH:13]=[CH:12][CH:11]=1, predict the reactants needed to synthesize it. The reactants are: C(N(CC)C(C)C)(C)C.[C:10]1([N:16]=[C:17]=[O:18])[CH:15]=[CH:14][CH:13]=[CH:12][CH:11]=1.[Si:19]([O:26][C:27]1[CH:32]=[C:31]([O:33][Si:34]([C:37]([CH3:40])([CH3:39])[CH3:38])([CH3:36])[CH3:35])[CH:30]=[CH:29][C:28]=1[C@H:41]1[CH2:46][CH2:45][C@H:44]([OH:47])[CH2:43][CH2:42]1)([C:22]([CH3:25])([CH3:24])[CH3:23])([CH3:21])[CH3:20]. (6) Given the product [CH2:4]([O:5][C:6]1[N:11]=[CH:10][N:9]=[C:8]([NH2:12])[CH:7]=1)[CH:1]([CH3:3])[CH3:2], predict the reactants needed to synthesize it. The reactants are: [CH:1]1([CH2:4][O:5][C:6]2[N:11]=[CH:10][N:9]=[C:8]([NH2:12])[CH:7]=2)[CH2:3][CH2:2]1.